From a dataset of Forward reaction prediction with 1.9M reactions from USPTO patents (1976-2016). Predict the product of the given reaction. (1) Given the reactants [Cl-].[CH3:2][C:3]1([CH3:16])[C:7]([CH3:9])([CH3:8])[O:6][B:5]([C:10]2[CH2:11][CH2:12][NH2+:13][CH2:14][CH:15]=2)[O:4]1.C(N(C(C)C)C(C)C)C.[CH3:26][S:27](Cl)(=[O:29])=[O:28], predict the reaction product. The product is: [CH3:26][S:27]([N:13]1[CH2:12][CH:11]=[C:10]([B:5]2[O:4][C:3]([CH3:16])([CH3:2])[C:7]([CH3:8])([CH3:9])[O:6]2)[CH2:15][CH2:14]1)(=[O:29])=[O:28]. (2) Given the reactants Cl[C:2]1[C:7]([N+:8]([O-:10])=[O:9])=[CH:6][CH:5]=[C:4]([Cl:11])[N:3]=1.[CH2:12]([N:14](CC)[CH2:15]C)[CH3:13].C(NC)C, predict the reaction product. The product is: [Cl:11][C:4]1[N:3]=[C:2]([N:14]([CH2:12][CH3:13])[CH3:15])[C:7]([N+:8]([O-:10])=[O:9])=[CH:6][CH:5]=1. (3) Given the reactants C[O:2][C:3](=[O:33])[CH2:4][C:5]1[CH:10]=[C:9]([O:11][C:12]2[CH:17]=[CH:16][C:15]([NH:18][C:19](=[O:24])[C:20]([CH3:23])([CH3:22])[CH3:21])=[CH:14][C:13]=2[CH2:25][S:26][CH2:27][C:28]([F:31])([F:30])[F:29])[CH:8]=[C:7]([Cl:32])[CH:6]=1.[OH-].[Li+].Cl, predict the reaction product. The product is: [Cl:32][C:7]1[CH:6]=[C:5]([CH2:4][C:3]([OH:33])=[O:2])[CH:10]=[C:9]([O:11][C:12]2[CH:17]=[CH:16][C:15]([NH:18][C:19](=[O:24])[C:20]([CH3:23])([CH3:22])[CH3:21])=[CH:14][C:13]=2[CH2:25][S:26][CH2:27][C:28]([F:30])([F:31])[F:29])[CH:8]=1. (4) The product is: [Br:25][C:26]1[CH:31]=[CH:30][C:29]([S:32]([NH:24][C:20]2[CH:21]=[N:22][CH:23]=[C:18]([C:16]3[CH:15]=[CH:14][C:10]4[N:11]=[CH:12][N:13]=[C:8]([O:7][CH:4]5[CH2:5][CH2:6][O:1][CH2:2][CH2:3]5)[C:9]=4[N:17]=3)[CH:19]=2)(=[O:33])=[O:34])=[C:28]([F:36])[CH:27]=1. Given the reactants [O:1]1[CH2:6][CH2:5][CH:4]([O:7][C:8]2[C:9]3[N:17]=[C:16]([C:18]4[CH:19]=[C:20]([NH2:24])[CH:21]=[N:22][CH:23]=4)[CH:15]=[CH:14][C:10]=3[N:11]=[CH:12][N:13]=2)[CH2:3][CH2:2]1.[Br:25][C:26]1[CH:31]=[CH:30][C:29]([S:32](Cl)(=[O:34])=[O:33])=[C:28]([F:36])[CH:27]=1, predict the reaction product. (5) Given the reactants O.[OH-].[Li+].[CH:4]1([C@H:10]([NH:15][C:16]([C:18]2[C:27]([NH:28][C:29](=[O:43])[CH2:30][C:31]3[C:36]([Cl:37])=[CH:35][C:34]([C:38]([F:41])([F:40])[F:39])=[CH:33][C:32]=3[Cl:42])=[CH:26][C:25]3[C:20](=[CH:21][CH:22]=[CH:23][CH:24]=3)[CH:19]=2)=[O:17])[C:11]([O:13]C)=[O:12])[CH2:9][CH2:8][CH2:7][CH2:6][CH2:5]1.CO.Cl, predict the reaction product. The product is: [CH:4]1([C@H:10]([NH:15][C:16]([C:18]2[C:27]([NH:28][C:29](=[O:43])[CH2:30][C:31]3[C:36]([Cl:37])=[CH:35][C:34]([C:38]([F:39])([F:40])[F:41])=[CH:33][C:32]=3[Cl:42])=[CH:26][C:25]3[C:20](=[CH:21][CH:22]=[CH:23][CH:24]=3)[CH:19]=2)=[O:17])[C:11]([OH:13])=[O:12])[CH2:9][CH2:8][CH2:7][CH2:6][CH2:5]1. (6) Given the reactants [CH:1]1([CH2:6][N:7]([CH2:33][CH3:34])[C:8]2[N:13]=[C:12]3[N:14]([CH3:18])[N:15]=[C:16]([CH3:17])[C:11]3=[CH:10][C:9]=2[CH2:19][N:20]([CH2:23][C:24]2[CH:29]=[C:28]([F:30])[C:27]([F:31])=[C:26]([F:32])[CH:25]=2)[C:21]#[N:22])[CH2:5][CH2:4][CH2:3][CH2:2]1.[Cl-].[NH4+].[N-:37]=[N+:38]=[N-:39].[Na+], predict the reaction product. The product is: [CH:1]1([CH2:6][N:7]([CH2:33][CH3:34])[C:8]2[N:13]=[C:12]3[N:14]([CH3:18])[N:15]=[C:16]([CH3:17])[C:11]3=[CH:10][C:9]=2[CH2:19][N:20]([CH2:23][C:24]2[CH:29]=[C:28]([F:30])[C:27]([F:31])=[C:26]([F:32])[CH:25]=2)[C:21]2[NH:39][N:38]=[N:37][N:22]=2)[CH2:5][CH2:4][CH2:3][CH2:2]1.